Dataset: Peptide-MHC class I binding affinity with 185,985 pairs from IEDB/IMGT. Task: Regression. Given a peptide amino acid sequence and an MHC pseudo amino acid sequence, predict their binding affinity value. This is MHC class I binding data. (1) The peptide sequence is KLQRQYRSPRR. The MHC is H-2-Kd with pseudo-sequence H-2-Kd. The binding affinity (normalized) is 0.205. (2) The peptide sequence is GIRGFPRCR. The MHC is HLA-A11:01 with pseudo-sequence HLA-A11:01. The binding affinity (normalized) is 0.0159. (3) The peptide sequence is EYKKSLYKF. The MHC is HLA-A26:02 with pseudo-sequence HLA-A26:02. The binding affinity (normalized) is 0.319. (4) The peptide sequence is ILRGTSFVYV. The MHC is HLA-A02:03 with pseudo-sequence HLA-A02:03. The binding affinity (normalized) is 0.927. (5) The peptide sequence is SMLPPGYPV. The MHC is HLA-A69:01 with pseudo-sequence HLA-A69:01. The binding affinity (normalized) is 0.904.